From a dataset of Catalyst prediction with 721,799 reactions and 888 catalyst types from USPTO. Predict which catalyst facilitates the given reaction. (1) Reactant: [Cl:1][C:2]1[CH:7]=[CH:6][C:5]([C:8]2[N:9]=[N:10][S:11][CH:12]=2)=[C:4]([C:13]2[CH:18]=[C:17]([O:19]C)[N:16]=[CH:15][N:14]=2)[CH:3]=1.Br. Product: [Cl:1][C:2]1[CH:7]=[CH:6][C:5]([C:8]2[N:9]=[N:10][S:11][CH:12]=2)=[C:4]([C:13]2[N:14]=[CH:15][N:16]=[C:17]([OH:19])[CH:18]=2)[CH:3]=1. The catalyst class is: 52. (2) Reactant: Br[C:2]1[C:11]2[C:6](=[CH:7][C:8]([O:14][CH3:15])=[C:9]([O:12][CH3:13])[CH:10]=2)[N:5]=[CH:4][CH:3]=1.C([Li])CCC.[Br:21][C:22]1[CH:29]=[CH:28][C:25]([CH:26]=[O:27])=[C:24]([F:30])[CH:23]=1.[Cl-].[NH4+]. Product: [Br:21][C:22]1[CH:29]=[CH:28][C:25]([CH:26]([C:2]2[C:11]3[C:6](=[CH:7][C:8]([O:14][CH3:15])=[C:9]([O:12][CH3:13])[CH:10]=3)[N:5]=[CH:4][CH:3]=2)[OH:27])=[C:24]([F:30])[CH:23]=1. The catalyst class is: 1.